This data is from NCI-60 drug combinations with 297,098 pairs across 59 cell lines. The task is: Regression. Given two drug SMILES strings and cell line genomic features, predict the synergy score measuring deviation from expected non-interaction effect. (1) Drug 2: C1=C(C(=O)NC(=O)N1)N(CCCl)CCCl. Synergy scores: CSS=18.9, Synergy_ZIP=-11.1, Synergy_Bliss=-19.3, Synergy_Loewe=-20.0, Synergy_HSA=-15.0. Cell line: HCC-2998. Drug 1: C1=CC(=CC=C1CCC2=CNC3=C2C(=O)NC(=N3)N)C(=O)NC(CCC(=O)O)C(=O)O. (2) Drug 1: CN1CCC(CC1)COC2=C(C=C3C(=C2)N=CN=C3NC4=C(C=C(C=C4)Br)F)OC. Drug 2: CNC(=O)C1=NC=CC(=C1)OC2=CC=C(C=C2)NC(=O)NC3=CC(=C(C=C3)Cl)C(F)(F)F. Cell line: SF-539. Synergy scores: CSS=19.1, Synergy_ZIP=-7.36, Synergy_Bliss=-2.46, Synergy_Loewe=-3.77, Synergy_HSA=-1.73. (3) Drug 1: CC1=CC2C(CCC3(C2CCC3(C(=O)C)OC(=O)C)C)C4(C1=CC(=O)CC4)C. Drug 2: CC1=C(C=C(C=C1)C(=O)NC2=CC(=CC(=C2)C(F)(F)F)N3C=C(N=C3)C)NC4=NC=CC(=N4)C5=CN=CC=C5. Cell line: UACC-257. Synergy scores: CSS=-5.16, Synergy_ZIP=3.32, Synergy_Bliss=0.456, Synergy_Loewe=-3.18, Synergy_HSA=-3.57. (4) Drug 2: COCCOC1=C(C=C2C(=C1)C(=NC=N2)NC3=CC=CC(=C3)C#C)OCCOC.Cl. Drug 1: C1=CC=C(C=C1)NC(=O)CCCCCCC(=O)NO. Cell line: HCT-15. Synergy scores: CSS=3.77, Synergy_ZIP=-8.47, Synergy_Bliss=-11.7, Synergy_Loewe=-10.2, Synergy_HSA=-7.48. (5) Drug 1: CC1=C(C=C(C=C1)NC(=O)C2=CC=C(C=C2)CN3CCN(CC3)C)NC4=NC=CC(=N4)C5=CN=CC=C5. Drug 2: C1=CN(C=N1)CC(O)(P(=O)(O)O)P(=O)(O)O. Cell line: DU-145. Synergy scores: CSS=-6.35, Synergy_ZIP=4.16, Synergy_Bliss=-0.935, Synergy_Loewe=-3.71, Synergy_HSA=-6.62. (6) Cell line: NCI-H226. Drug 1: CCCCC(=O)OCC(=O)C1(CC(C2=C(C1)C(=C3C(=C2O)C(=O)C4=C(C3=O)C=CC=C4OC)O)OC5CC(C(C(O5)C)O)NC(=O)C(F)(F)F)O. Drug 2: COC1=C2C(=CC3=C1OC=C3)C=CC(=O)O2. Synergy scores: CSS=41.3, Synergy_ZIP=-6.32, Synergy_Bliss=-5.34, Synergy_Loewe=-14.5, Synergy_HSA=-5.31.